Predict the reaction yield, written as a fraction of the theoretical maximum amount of product (1.0 means a 100% yield; for example, 0.34 means a 34% yield). From a dataset of Reaction yield outcomes from USPTO patents with 853,638 reactions. (1) The reactants are [C:1]1([S:7]([C:9]2[CH:17]=[CH:16][C:12]([C:13]([OH:15])=O)=[CH:11][CH:10]=2)=[O:8])[CH:6]=[CH:5][CH:4]=[CH:3][CH:2]=1.[NH2:18][CH2:19][C:20]1[C:21]([OH:28])=[N:22][C:23]([CH3:27])=[CH:24][C:25]=1[CH3:26].CN(C(ON1N=NC2C=CC=NC1=2)=[N+](C)C)C.F[P-](F)(F)(F)(F)F.C(N(CC)CC)C. The catalyst is ClCCl.O. The product is [OH:28][C:21]1[C:20]([CH2:19][NH:18][C:13](=[O:15])[C:12]2[CH:11]=[CH:10][C:9]([S:7]([C:1]3[CH:2]=[CH:3][CH:4]=[CH:5][CH:6]=3)=[O:8])=[CH:17][CH:16]=2)=[C:25]([CH3:26])[CH:24]=[C:23]([CH3:27])[N:22]=1. The yield is 0.440. (2) The reactants are [Br:1][C:2]1[CH:3]=[C:4]([O:10]C)[C:5](=[O:9])[N:6]([CH3:8])[CH:7]=1.B(Br)(Br)Br. The catalyst is C(Cl)Cl. The product is [Br:1][C:2]1[CH:3]=[C:4]([OH:10])[C:5](=[O:9])[N:6]([CH3:8])[CH:7]=1. The yield is 0.570. (3) The reactants are [C:1]1([N:7]2[CH2:12][CH2:11][NH:10][CH2:9][CH2:8]2)[CH:6]=[CH:5][CH:4]=[CH:3][CH:2]=1.BrCC[CH2:16][CH2:17][N:18]1[C:22](=[O:23])[C:21]2=[CH:24][CH:25]=[CH:26][CH:27]=[C:20]2[C:19]1=[O:28].C([O-])([O-])=O.[K+].[K+]. The catalyst is CCN(CC)CC.CN(C=O)C. The product is [C:1]1([N:7]2[CH2:12][CH2:11][N:10]([CH2:16][CH2:17][N:18]3[C:22](=[O:23])[C:21]4=[CH:24][CH:25]=[CH:26][CH:27]=[C:20]4[C:19]3=[O:28])[CH2:9][CH2:8]2)[CH:6]=[CH:5][CH:4]=[CH:3][CH:2]=1. The yield is 0.950. (4) The reactants are [OH:1][CH2:2][CH2:3][CH2:4][CH2:5][CH2:6][C:7]([O:9][CH3:10])=[O:8].CCN(CC)CC.Cl[S:19]([N:22]=C=O)(=[O:21])=[O:20].C(O)=O. The catalyst is C(Cl)Cl. The product is [S:19]([O:1][CH2:2][CH2:3][CH2:4][CH2:5][CH2:6][C:7]([O:9][CH3:10])=[O:8])(=[O:21])(=[O:20])[NH2:22]. The yield is 0.710. (5) The reactants are [NH2:1][C:2]1[CH:28]=[CH:27][C:5]2[N:6]=[C:7]([CH2:9][CH2:10][CH2:11][CH2:12][CH2:13][NH:14][C:15](=[O:26])[CH2:16][O:17][CH2:18][C:19]3[CH:24]=[CH:23][C:22]([F:25])=[CH:21][CH:20]=3)[S:8][C:4]=2[CH:3]=1.[CH3:29][O:30][C:31]1[CH:32]=[C:33]([S:39](Cl)(=[O:41])=[O:40])[CH:34]=[CH:35][C:36]=1[O:37][CH3:38]. The catalyst is CN(C1C=CN=CC=1)C.N1C=CC=CC=1. The product is [CH3:29][O:30][C:31]1[CH:32]=[C:33]([S:39]([NH:1][C:2]2[CH:28]=[CH:27][C:5]3[N:6]=[C:7]([CH2:9][CH2:10][CH2:11][CH2:12][CH2:13][NH:14][C:15](=[O:26])[CH2:16][O:17][CH2:18][C:19]4[CH:20]=[CH:21][C:22]([F:25])=[CH:23][CH:24]=4)[S:8][C:4]=3[CH:3]=2)(=[O:40])=[O:41])[CH:34]=[CH:35][C:36]=1[O:37][CH3:38]. The yield is 0.300. (6) The reactants are [F:1][C:2]1[CH:7]=[CH:6][CH:5]=[CH:4][C:3]=1[C:8]1[N:9]([S:17]([C:20]2[CH:21]=[N:22][CH:23]=[CH:24][CH:25]=2)(=[O:19])=[O:18])[CH:10]=[C:11]2[C:15](=O)[CH2:14][CH2:13][C:12]=12.[CH:26]([NH2:29])([CH3:28])[CH3:27].[BH4-].[Na+]. The catalyst is CO.C(O[Ti](OC(C)C)(OC(C)C)OC(C)C)(C)C. The product is [F:1][C:2]1[CH:7]=[CH:6][CH:5]=[CH:4][C:3]=1[C:8]1[N:9]([S:17]([C:20]2[CH:21]=[N:22][CH:23]=[CH:24][CH:25]=2)(=[O:19])=[O:18])[CH:10]=[C:11]2[CH:15]([NH:29][CH:26]([CH3:28])[CH3:27])[CH2:14][CH2:13][C:12]=12. The yield is 0.446. (7) The reactants are [CH2:1]([N:3]([CH2:14][CH3:15])[C:4]1[N:9]=[C:8]([C:10]([OH:12])=O)[CH:7]=[C:6]([CH3:13])[N:5]=1)[CH3:2].[CH2:16]([O:23][C:24]1[C:33]([CH3:34])=[CH:32][C:27]([C:28]([NH:30]O)=[NH:29])=[CH:26][C:25]=1[CH2:35][CH3:36])[C:17]1[CH:22]=[CH:21][CH:20]=[CH:19][CH:18]=1.C(Cl)CCl.C1C=CC2N(O)N=NC=2C=1. The catalyst is CN(C=O)C.CCOC(C)=O.O1CCOCC1. The product is [CH2:16]([O:23][C:24]1[C:33]([CH3:34])=[CH:32][C:27]([C:28]2[N:30]=[C:10]([C:8]3[CH:7]=[C:6]([CH3:13])[N:5]=[C:4]([N:3]([CH2:1][CH3:2])[CH2:14][CH3:15])[N:9]=3)[O:12][N:29]=2)=[CH:26][C:25]=1[CH2:35][CH3:36])[C:17]1[CH:18]=[CH:19][CH:20]=[CH:21][CH:22]=1. The yield is 0.350. (8) The reactants are [F-].C([N+](CCCC)(CCCC)CCCC)CCC.[Cl:19][C:20]1[CH:44]=[C:43]([Cl:45])[CH:42]=[CH:41][C:21]=1[CH2:22][NH:23][C@H:24]1[CH2:28][CH2:27][N:26]([C:29]2[N:34]=[CH:33][C:32]([C:35]#[C:36][Si](C)(C)C)=[CH:31][N:30]=2)[CH2:25]1. The catalyst is O1CCCC1.O.ClCCl. The product is [Cl:19][C:20]1[CH:44]=[C:43]([Cl:45])[CH:42]=[CH:41][C:21]=1[CH2:22][NH:23][C@H:24]1[CH2:28][CH2:27][N:26]([C:29]2[N:30]=[CH:31][C:32]([C:35]#[CH:36])=[CH:33][N:34]=2)[CH2:25]1. The yield is 0.720. (9) The reactants are [NH2:1][CH2:2][C@@H:3]1[O:7][C:6](=[O:8])[N:5]([C:9]2[CH:14]=[CH:13][C:12]([I:15])=[C:11]([F:16])[CH:10]=2)[CH2:4]1.[C:17](OC(=O)C)(=[O:19])[CH3:18]. The catalyst is C(Cl)Cl. The product is [F:16][C:11]1[CH:10]=[C:9]([N:5]2[CH2:4][C@H:3]([CH2:2][NH:1][C:17](=[O:19])[CH3:18])[O:7][C:6]2=[O:8])[CH:14]=[CH:13][C:12]=1[I:15]. The yield is 0.965. (10) The reactants are [O:1]=[S:2]1(=[O:30])[CH2:7][CH2:6][N:5]([C:8]([C:10]2[NH:11][C:12]3[C:17]([CH:18]=2)=[CH:16][C:15]([C:19]([N:21]2[CH2:26][CH2:25][N:24]([CH:27]([CH3:29])[CH3:28])[CH2:23][CH2:22]2)=[O:20])=[CH:14][CH:13]=3)=[O:9])[CH2:4][CH2:3]1.[F:31][C:32]1[CH:33]=[C:34](B(O)O)[CH:35]=[CH:36][CH:37]=1.N1C=CC=CC=1. The catalyst is C([O-])(=O)C.[Cu+2].C([O-])(=O)C.C(Cl)(Cl)Cl. The product is [O:30]=[S:2]1(=[O:1])[CH2:7][CH2:6][N:5]([C:8]([C:10]2[N:11]([C:36]3[CH:35]=[CH:34][CH:33]=[C:32]([F:31])[CH:37]=3)[C:12]3[C:17]([CH:18]=2)=[CH:16][C:15]([C:19]([N:21]2[CH2:22][CH2:23][N:24]([CH:27]([CH3:28])[CH3:29])[CH2:25][CH2:26]2)=[O:20])=[CH:14][CH:13]=3)=[O:9])[CH2:4][CH2:3]1. The yield is 0.350.